Dataset: Reaction yield outcomes from USPTO patents with 853,638 reactions. Task: Predict the reaction yield, written as a fraction of the theoretical maximum amount of product (1.0 means a 100% yield; for example, 0.34 means a 34% yield). (1) The reactants are [CH3:1][S:2]([CH2:5][CH2:6][CH2:7][O:8][C:9]1[C:10]([CH3:19])=[C:11]2[N:16]([CH:17]=1)[N:15]=[CH:14][N:13]=[C:12]2[OH:18])(=[O:4])=[O:3].O=P(Cl)(Cl)Cl.[F:25][C:26]1[C:34](O)=[CH:33][CH:32]=[C:31]2[C:27]=1[CH:28]=[C:29]([CH3:36])[NH:30]2.[H-].[Na+]. The product is [F:25][C:26]1[C:34]([O:18][C:12]2[C:11]3=[C:10]([CH3:19])[C:9]([O:8][CH2:7][CH2:6][CH2:5][S:2]([CH3:1])(=[O:4])=[O:3])=[CH:17][N:16]3[N:15]=[CH:14][N:13]=2)=[CH:33][CH:32]=[C:31]2[C:27]=1[CH:28]=[C:29]([CH3:36])[NH:30]2. The yield is 0.650. The catalyst is ClCCl.CN(C=O)C. (2) The reactants are [CH3:1][O:2][CH2:3][CH2:4][S:5][C:6]1[CH:7]=[C:8]([O:28][C:29]2[C:30]([CH3:36])=[N:31][N:32]([CH3:35])[C:33]=2[CH3:34])[C:9]([NH:12][C:13]2[S:17][N:16]=[C:15]([C@H:18]3[CH2:22][O:21]C4(CCCCC4)[O:19]3)[N:14]=2)=[N:10][CH:11]=1.[ClH:37]. The catalyst is C(O)C. The product is [ClH:37].[CH3:1][O:2][CH2:3][CH2:4][S:5][C:6]1[CH:7]=[C:8]([O:28][C:29]2[C:30]([CH3:36])=[N:31][N:32]([CH3:35])[C:33]=2[CH3:34])[C:9]([NH:12][C:13]2[S:17][N:16]=[C:15]([C@H:18]([OH:19])[CH2:22][OH:21])[N:14]=2)=[N:10][CH:11]=1. The yield is 0.794. (3) The reactants are [CH:1]1[C:6]([N+:7]([O-:9])=[O:8])=[CH:5][CH:4]=[C:3]([OH:10])[CH:2]=1.[H-].[Na+].Cl[CH:14]([C:19](=[O:21])[CH3:20])[C:15]([O:17][CH3:18])=[O:16].Cl. The catalyst is CN(C)C=O. The product is [N+:7]([C:6]1[CH:5]=[CH:4][C:3]([O:10][CH:14]([C:19](=[O:21])[CH3:20])[C:15]([O:17][CH3:18])=[O:16])=[CH:2][CH:1]=1)([O-:9])=[O:8]. The yield is 0.335. (4) The reactants are C[SiH](C)C.[C:5]1([N:11]=[N+:12]=[N-:13])[CH:10]=[CH:9][CH:8]=[CH:7][CH:6]=1.CN(C)CCN(C)[CH2:19][CH2:20]N(C)C.CCCC[N+](CCCC)(CCCC)CCCC.[F-].[CH2:44]1[CH2:48][O:47][CH2:46][CH2:45]1. The catalyst is [Cu]I. The product is [O:47]1[CH:48]=[CH:44][CH:45]=[C:46]1[C:19]1[N:13]=[N:12][N:11]([C:5]2[CH:10]=[CH:9][CH:8]=[CH:7][CH:6]=2)[CH:20]=1. The yield is 0.622.